Task: Predict hERG channel inhibition at various concentrations.. Dataset: hERG Central: cardiac toxicity at 1µM, 10µM, and general inhibition (1) The compound is O=C(Nc1ccc(F)c(F)c1)C1CCN(S(=O)(=O)c2cccs2)CC1. Results: hERG_inhib (hERG inhibition (general)): blocker. (2) The compound is O=S(=O)(c1ccccc1)N1CCN(C(=S)NCc2ccccc2)CC1. Results: hERG_inhib (hERG inhibition (general)): blocker.